From a dataset of Catalyst prediction with 721,799 reactions and 888 catalyst types from USPTO. Predict which catalyst facilitates the given reaction. (1) Reactant: [NH:1]1[CH:5]=[N:4][CH:3]=[N:2]1.[H-].[Na+].I[CH2:9][CH:10]1[CH2:14][S:13][C:12]([NH:15][C:16](=[O:22])[O:17][C:18]([CH3:21])([CH3:20])[CH3:19])=[N:11]1.[Cl-].[NH4+]. Product: [N:1]1([CH2:9][CH:10]2[CH2:14][S:13][C:12]([NH:15][C:16](=[O:22])[O:17][C:18]([CH3:21])([CH3:20])[CH3:19])=[N:11]2)[CH:5]=[N:4][CH:3]=[N:2]1. The catalyst class is: 16. (2) Reactant: [CH3:1][O:2][C:3]1[CH:8]=[CH:7][CH:6]=[CH:5][C:4]=1[S:9](Cl)(=[O:11])=[O:10].[C:13]([NH2:17])([CH3:16])([CH3:15])[CH3:14]. Product: [C:13]([NH:17][S:9]([C:4]1[CH:5]=[CH:6][CH:7]=[CH:8][C:3]=1[O:2][CH3:1])(=[O:11])=[O:10])([CH3:16])([CH3:15])[CH3:14]. The catalyst class is: 4. (3) Reactant: [CH2:1]([O:3][C:4](=[O:24])[CH2:5][CH2:6][N:7]1[CH2:12][CH2:11][N:10](C(OCC2C=CC=CC=2)=O)[CH2:9][C:8]1=[O:23])[CH3:2]. Product: [O:23]=[C:8]1[CH2:9][NH:10][CH2:11][CH2:12][N:7]1[CH2:6][CH2:5][C:4]([O:3][CH2:1][CH3:2])=[O:24]. The catalyst class is: 261. (4) Reactant: CCN(C(C)C)C(C)C.[F:10][C:11]1[CH:16]=[CH:15][C:14]([C:17]2[O:21][N:20]=[C:19]([C:22]([OH:24])=O)[CH:18]=2)=[CH:13][CH:12]=1.C1(C2ON=C(C(O)=O)C=2)C=CC=CC=1.FC1C=CC(C(=O)C)=CC=1.C1C=CC2N(O)N=NC=2C=1.CCN=C=NCCCN(C)C.Cl.Cl.[NH2:72][CH2:73][C:74]([N:76]1[CH2:81][CH2:80][CH:79]([O:82][C:83]2[CH:88]=[CH:87][CH:86]=[C:85]([C:89]([F:92])([F:91])[F:90])[CH:84]=2)[CH2:78][CH2:77]1)=[O:75]. Product: [O:75]=[C:74]([N:76]1[CH2:77][CH2:78][CH:79]([O:82][C:83]2[CH:88]=[CH:87][CH:86]=[C:85]([C:89]([F:92])([F:90])[F:91])[CH:84]=2)[CH2:80][CH2:81]1)[CH2:73][NH:72][C:22]([C:19]1[CH:18]=[C:17]([C:14]2[CH:13]=[CH:12][C:11]([F:10])=[CH:16][CH:15]=2)[O:21][N:20]=1)=[O:24]. The catalyst class is: 18. (5) Reactant: Br[C:2]1[CH:3]=[CH:4][CH:5]=[C:6]2[C:10]=1[C:9](=[O:11])[N:8]([CH2:12][CH2:13][C:14]1[N:15]=[C:16]3[CH:21]=[CH:20][CH:19]=[CH:18][N:17]3[CH:22]=1)[CH2:7]2.C([O-])([O-])=O.[Cs+].[Cs+].CC(C1C=C(C(C)C)C(C2C=CC=CC=2P(C2CCCCC2)C2CCCCC2)=C(C(C)C)C=1)C.[NH:63]1[CH2:68][CH2:67][O:66][CH2:65][CH2:64]1. Product: [N:15]1[C:14]([CH2:13][CH2:12][N:8]2[CH2:7][C:6]3[C:10](=[C:2]([N:63]4[CH2:68][CH2:67][O:66][CH2:65][CH2:64]4)[CH:3]=[CH:4][CH:5]=3)[C:9]2=[O:11])=[CH:22][N:17]2[CH:18]=[CH:19][CH:20]=[CH:21][C:16]=12. The catalyst class is: 102. (6) Reactant: [N:1]1[NH:2][CH:3]=[C:4]2[C:9]=1[C:8]([C:10]([O:12][CH3:13])=[O:11])=[CH:7][CH:6]=[CH:5]2.C([O-])([O-])=O.[K+].[K+].F[C:21]1[CH:28]=[CH:27][C:24]([CH:25]=[O:26])=[CH:23][CH:22]=1. Product: [CH:25]([C:24]1[CH:27]=[CH:28][C:21]([N:2]2[CH:3]=[C:4]3[C:9]([C:8]([C:10]([O:12][CH3:13])=[O:11])=[CH:7][CH:6]=[CH:5]3)=[N:1]2)=[CH:22][CH:23]=1)=[O:26]. The catalyst class is: 31. (7) Reactant: Br[C:2]1[CH:3]=[C:4]([CH3:8])[CH:5]=[N:6][CH:7]=1.C([Li])CCC.[B:14](OC(C)C)([O:19]C(C)C)[O:15]C(C)C. Product: [CH3:8][C:4]1[CH:5]=[N:6][CH:7]=[C:2]([B:14]([OH:19])[OH:15])[CH:3]=1. The catalyst class is: 28.